This data is from Forward reaction prediction with 1.9M reactions from USPTO patents (1976-2016). The task is: Predict the product of the given reaction. The product is: [OH:18][CH2:17][C:15]12[CH2:16][NH:8][CH2:9][C:10]1([CH2:19][OH:20])[CH2:11][CH2:12][CH2:13][CH2:14]2. Given the reactants C([N:8]1[CH2:16][C:15]2([CH2:17][OH:18])[C:10]([CH2:19][OH:20])([CH2:11][CH2:12][CH2:13][CH2:14]2)[CH2:9]1)C1C=CC=CC=1.[H][H], predict the reaction product.